This data is from Reaction yield outcomes from USPTO patents with 853,638 reactions. The task is: Predict the reaction yield, written as a fraction of the theoretical maximum amount of product (1.0 means a 100% yield; for example, 0.34 means a 34% yield). (1) The reactants are [C:1](Cl)(=[O:4])[CH:2]=[CH2:3].[Cl:6][C:7]1[C:8]([C:30]2[CH:31]=[N:32][N:33]3[CH:38]=[CH:37][CH:36]=[CH:35][C:34]=23)=[N:9][C:10]([NH:13][C:14]2[CH:15]=[C:16]([NH2:29])[C:17]([N:22]3[CH2:27][CH2:26][N:25]([CH3:28])[CH2:24][CH2:23]3)=[CH:18][C:19]=2[O:20][CH3:21])=[N:11][CH:12]=1.CCN(C(C)C)C(C)C.[Cl-]. The catalyst is C(Cl)Cl. The product is [Cl:6][C:7]1[C:8]([C:30]2[CH:31]=[N:32][N:33]3[CH:38]=[CH:37][CH:36]=[CH:35][C:34]=23)=[N:9][C:10]([NH:13][C:14]2[C:19]([O:20][CH3:21])=[CH:18][C:17]([N:22]3[CH2:23][CH2:24][N:25]([CH3:28])[CH2:26][CH2:27]3)=[C:16]([NH:29][C:1](=[O:4])[CH:2]=[CH2:3])[CH:15]=2)=[N:11][CH:12]=1. The yield is 0.730. (2) The reactants are Cl[C:2]1[C:10]([N+:11]([O-:13])=[O:12])=[CH:9][C:8]([N+:14]([O-:16])=[O:15])=[CH:7][C:3]=1[C:4](Cl)=O.[S-:17][C:18]#[N:19].[NH4+].C1OCCOCCOCCOCCOCCOC1.[F:39][C:40]([F:49])([F:48])[C:41]1[CH:47]=[CH:46][C:44]([NH2:45])=[CH:43][CH:42]=1.COC1C=CC(P2(SP(C3C=CC(OC)=CC=3)(=S)S2)=[S:59])=CC=1. The catalyst is C1(C)C=CC=CC=1.O. The product is [N+:14]([C:8]1[CH:9]=[C:10]([N+:11]([O-:13])=[O:12])[C:2]2[S:17][C:18]([NH:45][C:44]3[CH:46]=[CH:47][C:41]([C:40]([F:48])([F:49])[F:39])=[CH:42][CH:43]=3)=[N:19][C:4](=[S:59])[C:3]=2[CH:7]=1)([O-:16])=[O:15]. The yield is 0.667. (3) The reactants are [CH:1]([CH:4]1[C:8](=[O:9])[O:7][CH:6]([C:10]2[CH:15]=[CH:14][C:13]([C:16]3[CH:21]=[CH:20][CH:19]=[CH:18][C:17]=3[C:22]3[N:26](C(C4C=CC=CC=4)(C4C=CC=CC=4)C4C=CC=CC=4)[N:25]=[N:24][N:23]=3)=[CH:12][CH:11]=2)[N:5]1[C:46](=[O:51])[CH2:47][CH2:48][CH2:49][CH3:50])([CH3:3])[CH3:2].C([O-])=O.[NH4+]. The catalyst is CN(C)C(=O)C.[Pd]. The product is [CH3:50][CH2:49][CH2:48][CH2:47][C:46]([N:5]([C@H:4]([C:8]([OH:9])=[O:7])[CH:1]([CH3:3])[CH3:2])[CH2:6][C:10]1[CH:11]=[CH:12][C:13]([C:16]2[CH:21]=[CH:20][CH:19]=[CH:18][C:17]=2[C:22]2[NH:23][N:24]=[N:25][N:26]=2)=[CH:14][CH:15]=1)=[O:51]. The yield is 0.700. (4) The yield is 0.535. The product is [Br:1][C:2]1[CH:3]=[C:4]([CH2:5][NH2:6])[CH:7]=[C:8]([F:10])[CH:9]=1. The reactants are [Br:1][C:2]1[CH:3]=[C:4]([CH:7]=[C:8]([F:10])[CH:9]=1)[C:5]#[N:6].Cl. The catalyst is C1COCC1. (5) The reactants are [Cl:1][C:2]1[CH:7]=[CH:6][C:5]([CH:8]([CH3:30])[CH:9]([CH3:29])[C:10]([OH:28])([C:24]([F:27])([F:26])[F:25])[CH:11]=[N:12][C:13]2[CH:22]=[CH:21][CH:20]=[C:19]3[C:14]=2[CH:15]=[CH:16][O:17][C:18]3=[O:23])=[C:4]([O:31]C)[C:3]=1[F:33].ClC1C=CC(C(CC)CC(O)(C(F)(F)F)C=NC2C=CC=C3C=2C=COC3=O)=C(OC)C=1F.B(Br)(Br)Br. No catalyst specified. The product is [Cl:1][C:2]1[CH:7]=[C:6]2[C:5]([CH:8]([CH3:30])[CH:9]([CH3:29])[C:10]([OH:28])([C:24]([F:25])([F:27])[F:26])[CH:11]2[NH:12][C:13]2[CH:22]=[CH:21][CH:20]=[C:19]3[C:14]=2[CH:15]=[CH:16][O:17][C:18]3=[O:23])=[C:4]([OH:31])[C:3]=1[F:33]. The yield is 0.00830. (6) The reactants are C(N(CC)CC)C.[N:8]([C:11]1[CH:18]=[CH:17][C:14]([C:15]#[N:16])=[C:13]([C:19]([F:22])([F:21])[F:20])[CH:12]=1)=[C:9]=[S:10].[CH3:23][C:24]1[CH:29]=[CH:28][C:27]([NH:30][C:31]2([C:37]#[N:38])[CH2:36][CH2:35][CH2:34][CH2:33][CH2:32]2)=[CH:26][CH:25]=1.ClCCl.CC(C)=O. The catalyst is C1COCC1. The product is [NH:38]=[C:37]1[C:31]2([CH2:36][CH2:35][CH2:34][CH2:33][CH2:32]2)[N:30]([C:27]2[CH:26]=[CH:25][C:24]([CH3:23])=[CH:29][CH:28]=2)[C:9](=[S:10])[N:8]1[C:11]1[CH:18]=[CH:17][C:14]([C:15]#[N:16])=[C:13]([C:19]([F:20])([F:22])[F:21])[CH:12]=1. The yield is 0.0800.